This data is from Forward reaction prediction with 1.9M reactions from USPTO patents (1976-2016). The task is: Predict the product of the given reaction. (1) The product is: [Cl:36][C:37]1[CH:42]=[CH:41][C:40]([C:43]2([OH:49])[CH2:44][CH2:45][N:46]([C:20]([CH2:19][CH:18]=[C:10]3[C:11]4[C:12](=[N:13][CH:14]=[CH:15][CH:16]=4)[O:17][C:7]4[CH:6]=[CH:5][CH:4]=[C:3]([O:2][CH3:1])[C:8]=4[CH2:9]3)=[CH2:22])[CH2:47][CH2:48]2)=[CH:39][CH:38]=1. Given the reactants [CH3:1][O:2][C:3]1[C:8]2[CH2:9][C:10](=[C:18]=[CH:19][CH:20]=O)[C:11]3[C:12]([O:17][C:7]=2[CH:6]=[CH:5][CH:4]=1)=[N:13][CH:14]=[CH:15][CH:16]=3.[C:22](O[BH-](OC(=O)C)OC(=O)C)(=O)C.[Na+].[Cl:36][C:37]1[CH:42]=[CH:41][C:40]([C:43]2([OH:49])[CH2:48][CH2:47][NH:46][CH2:45][CH2:44]2)=[CH:39][CH:38]=1.C(O)(=O)C, predict the reaction product. (2) Given the reactants [N+:1]([C:4]1[CH:5]=[C:6]([S:10](Cl)(=[O:12])=[O:11])[CH:7]=[CH:8][CH:9]=1)([O-:3])=[O:2].[CH3:14][N:15]1[CH2:20][CH2:19][CH:18]([CH2:21][NH2:22])[CH2:17][CH2:16]1.C(N(CC)CC)C, predict the reaction product. The product is: [CH3:14][N:15]1[CH2:20][CH2:19][CH:18]([CH2:21][NH:22][S:10]([C:6]2[CH:7]=[CH:8][CH:9]=[C:4]([N+:1]([O-:3])=[O:2])[CH:5]=2)(=[O:12])=[O:11])[CH2:17][CH2:16]1. (3) Given the reactants [F:1][C:2]1[CH:7]=[CH:6][C:5]([NH:8][C:9]2N3N=CC=[C:13]3[N:12]=[CH:11][C:10]=2[C:18](OCC)=O)=[C:4](C)[CH:3]=1.FC(F)(F)C(O)=O.C(=O)([O-])O.[Na+], predict the reaction product. The product is: [F:1][C:2]1[CH:3]=[CH:4][C:5]([N:8]2[CH2:9][C:10]3([CH2:11][NH:12][CH2:13]3)[CH2:18]2)=[CH:6][CH:7]=1.